Dataset: NCI-60 drug combinations with 297,098 pairs across 59 cell lines. Task: Regression. Given two drug SMILES strings and cell line genomic features, predict the synergy score measuring deviation from expected non-interaction effect. (1) Drug 1: C1C(C(OC1N2C=NC3=C(N=C(N=C32)Cl)N)CO)O. Drug 2: C1CN(P(=O)(OC1)NCCCl)CCCl. Cell line: M14. Synergy scores: CSS=54.2, Synergy_ZIP=-7.28, Synergy_Bliss=-12.3, Synergy_Loewe=-64.4, Synergy_HSA=-12.0. (2) Drug 1: CC1CCC2CC(C(=CC=CC=CC(CC(C(=O)C(C(C(=CC(C(=O)CC(OC(=O)C3CCCCN3C(=O)C(=O)C1(O2)O)C(C)CC4CCC(C(C4)OC)O)C)C)O)OC)C)C)C)OC. Drug 2: C#CCC(CC1=CN=C2C(=N1)C(=NC(=N2)N)N)C3=CC=C(C=C3)C(=O)NC(CCC(=O)O)C(=O)O. Cell line: SR. Synergy scores: CSS=80.9, Synergy_ZIP=1.18, Synergy_Bliss=0.730, Synergy_Loewe=-5.67, Synergy_HSA=0.198. (3) Drug 1: C1=CN(C=N1)CC(O)(P(=O)(O)O)P(=O)(O)O. Drug 2: CN1C2=C(C=C(C=C2)N(CCCl)CCCl)N=C1CCCC(=O)O.Cl. Cell line: MALME-3M. Synergy scores: CSS=1.35, Synergy_ZIP=2.39, Synergy_Bliss=2.15, Synergy_Loewe=2.80, Synergy_HSA=0.212. (4) Drug 1: C1=CN(C(=O)N=C1N)C2C(C(C(O2)CO)O)O.Cl. Drug 2: CCC1(CC2CC(C3=C(CCN(C2)C1)C4=CC=CC=C4N3)(C5=C(C=C6C(=C5)C78CCN9C7C(C=CC9)(C(C(C8N6C=O)(C(=O)OC)O)OC(=O)C)CC)OC)C(=O)OC)O.OS(=O)(=O)O. Cell line: SNB-75. Synergy scores: CSS=11.8, Synergy_ZIP=-5.17, Synergy_Bliss=0.0317, Synergy_Loewe=-6.10, Synergy_HSA=-1.10. (5) Drug 1: COC1=C(C=C2C(=C1)N=CN=C2NC3=CC(=C(C=C3)F)Cl)OCCCN4CCOCC4. Drug 2: C1=CC=C(C=C1)NC(=O)CCCCCCC(=O)NO. Cell line: UO-31. Synergy scores: CSS=25.9, Synergy_ZIP=-4.48, Synergy_Bliss=-1.51, Synergy_Loewe=-1.81, Synergy_HSA=0.282.